This data is from Forward reaction prediction with 1.9M reactions from USPTO patents (1976-2016). The task is: Predict the product of the given reaction. Given the reactants [N:1]1[CH:6]=[CH:5][CH:4]=[CH:3][C:2]=1[C:7]1[NH:8][C:9]2[C:14]([CH:15]=1)=[CH:13][CH:12]=[C:11]([C:16]([O:18][CH3:19])=[O:17])[CH:10]=2.[H-].[Na+].Br[CH:23]1[CH2:28][CH2:27][CH2:26][CH:25]=[CH:24]1, predict the reaction product. The product is: [CH:28]1([C:15]2[C:14]3[C:9](=[CH:10][C:11]([C:16]([O:18][CH3:19])=[O:17])=[CH:12][CH:13]=3)[NH:8][C:7]=2[C:2]2[CH:3]=[CH:4][CH:5]=[CH:6][N:1]=2)[CH2:27][CH2:26][CH2:25][CH:24]=[CH:23]1.